From a dataset of Experimentally validated miRNA-target interactions with 360,000+ pairs, plus equal number of negative samples. Binary Classification. Given a miRNA mature sequence and a target amino acid sequence, predict their likelihood of interaction. (1) The miRNA is hsa-miR-1205 with sequence UCUGCAGGGUUUGCUUUGAG. The protein sequence of the target gene is MADEDGEGIHPSAPHRNGGGGGGSGLHCAGNGGGGGGGPRVVRIVKSESGYGFNVRGQVSEGGQLRSINGELYAPLQHVSAVLPGGAADRAGVRKGDRILEVNGVNVEGATHKQVVDLIRAGEKELILTVLSVPPHEADNLDPSDDSLGQSFYDYTEKQAVPISVPTYKHVEQNGEKFVVYNVYMAGRQLCSKRYREFAILHQNLKREFANFTFPRLPGKWPFSLSEQQLDARRRGLEEYLEKVCSIRVIGESDIMQEFLSESDENYNGVSDVELRVALPDGTTVTVRVKKNSTTDQVYQ.... Result: 0 (no interaction). (2) The miRNA is hsa-miR-744-3p with sequence CUGUUGCCACUAACCUCAACCU. The protein sequence of the target gene is MALADSTRGLPNGGGGGGGSGSSSSSAEPPLFPDIVELNVGGQVYVTRRCTVVSVPDSLLWRMFTQQQPQELARDSKGRFFLDRDGFLFRYILDYLRDLQLVLPDYFPERSRLQREAEYFELPELVRRLGAPQQPGPGPPPSRRGVHKEGSLGDELLPLGYSEPEQQEGASAGAPSPTLELASRSPSGGAAGPLLTPSQSLDGSRRSGYITIGYRGSYTIGRDAQADAKFRRVARITVCGKTSLAKEVFGDTLNESRDPDRPPERYTSRYYLKFNFLEQAFDKLSESGFHMVACSSTGTC.... Result: 0 (no interaction).